The task is: Predict the product of the given reaction.. This data is from Forward reaction prediction with 1.9M reactions from USPTO patents (1976-2016). The product is: [ClH:23].[NH2:25][CH2:26][CH2:27][O:28]/[N:29]=[C:18]1/[C:2]([CH3:1])=[C:3]2[C@:15]([CH3:20])([CH2:16][CH2:17]/1)[C@@H:14]1[C@H:6]([C@H:7]3[C@@:11]([CH2:12][CH2:13]1)([CH3:21])[C@@H:10]([OH:22])[CH2:9][CH2:8]3)[CH2:5][CH2:4]2. Given the reactants [CH3:1][C:2]1[C:18](=O)[CH2:17][CH2:16][C@@:15]2([CH3:20])[C:3]=1[CH2:4][CH2:5][C@@H:6]1[C@@H:14]2[CH2:13][CH2:12][C@@:11]2([CH3:21])[C@H:7]1[CH2:8][CH2:9][C@@H:10]2[OH:22].[ClH:23].Cl.[NH2:25][CH2:26][CH2:27][O:28][NH2:29], predict the reaction product.